The task is: Predict which catalyst facilitates the given reaction.. This data is from Catalyst prediction with 721,799 reactions and 888 catalyst types from USPTO. Reactant: [S:1].O.[S:3]([O-:7])([O-:6])(=[O:5])=[O:4].[Zn+2:8].O.[S:10]([O-:14])([O-:13])(=[O:12])=[O:11].[Mn+2:15]. Product: [S:1].[S:3]([O-:7])([O-:6])(=[O:5])=[O:4].[Zn+2:8].[S:10]([O-:14])([O-:13])(=[O:12])=[O:11].[Mn+2:15]. The catalyst class is: 6.